Predict the product of the given reaction. From a dataset of Forward reaction prediction with 1.9M reactions from USPTO patents (1976-2016). (1) The product is: [F:11][C:10]([F:13])([F:12])[C:9]1[C:5]2[CH2:4][CH2:3][C:2]3([S:23][CH2:20][CH2:21][S:22]3)[C:6]=2[N:7]([CH2:14][C:15]([O:17][CH2:18][CH3:19])=[O:16])[N:8]=1. Given the reactants O=[C:2]1[C:6]2[N:7]([CH2:14][C:15]([O:17][CH2:18][CH3:19])=[O:16])[N:8]=[C:9]([C:10]([F:13])([F:12])[F:11])[C:5]=2[CH2:4][CH2:3]1.[CH2:20]([SH:23])[CH2:21][SH:22].B(F)(F)F, predict the reaction product. (2) Given the reactants [F:1][CH:2]([F:53])[C:3]1[C:11]2[C:10]([F:13])([F:12])[CH2:9][CH2:8][C:7]([F:15])([F:14])[C:6]=2[N:5]([CH2:16][C:17]([NH:19][C@H:20]([C:30]2[C:35]([C:36]3[CH:37]=[CH:38][C:39]([F:45])=[C:40]([CH:44]=3)[C:41]([NH2:43])=[O:42])=[CH:34][N:33]=[C:32]([N:46]3[CH2:51][CH2:50][C:49](=[O:52])[CH2:48][CH2:47]3)[N:31]=2)[CH2:21][C:22]2[CH:27]=[C:26]([F:28])[CH:25]=[C:24]([F:29])[CH:23]=2)=[O:18])[N:4]=1.C(O)(=O)C.C(O[BH-](OC(=O)C)OC(=O)C)(=O)C.[Na+].CCOC(C)=O, predict the reaction product. The product is: [F:53][CH:2]([F:1])[C:3]1[C:11]2[C:10]([F:12])([F:13])[CH2:9][CH2:8][C:7]([F:14])([F:15])[C:6]=2[N:5]([CH2:16][C:17]([NH:19][C@H:20]([C:30]2[C:35]([C:36]3[CH:37]=[CH:38][C:39]([F:45])=[C:40]([CH:44]=3)[C:41]([NH2:43])=[O:42])=[CH:34][N:33]=[C:32]([N:46]3[CH2:47][CH2:48][CH:49]([OH:52])[CH2:50][CH2:51]3)[N:31]=2)[CH2:21][C:22]2[CH:27]=[C:26]([F:28])[CH:25]=[C:24]([F:29])[CH:23]=2)=[O:18])[N:4]=1. (3) Given the reactants [N+:1]([C:4]1[CH:5]=[C:6]([NH:10][C:11]2[N:18]=[CH:17][CH:16]=[CH:15][C:12]=2[CH:13]=O)[CH:7]=[CH:8][CH:9]=1)([O-:3])=[O:2].[O:19]1[CH:23]=[CH:22][CH:21]=[C:20]1[CH2:24][CH2:25][CH2:26][CH2:27][C:28](OCC)=[O:29].[Li+].CC([N-]C(C)C)C, predict the reaction product. The product is: [N+:1]([C:4]1[CH:5]=[C:6]([N:10]2[C:11]3[C:12](=[CH:15][CH:16]=[CH:17][N:18]=3)[CH:13]=[C:27]([CH2:26][CH2:25][CH2:24][C:20]3[O:19][CH:23]=[CH:22][CH:21]=3)[C:28]2=[O:29])[CH:7]=[CH:8][CH:9]=1)([O-:3])=[O:2]. (4) Given the reactants [Cl:1][C:2]1[CH:10]=[C:9]([S:11]([CH3:14])(=[O:13])=[O:12])[CH:8]=[CH:7][C:3]=1[C:4]([OH:6])=O.[Cl:15][C:16]1[CH:21]=[CH:20][C:19]([C:22]2[C:23]([NH2:27])=[N:24][O:25][N:26]=2)=[CH:18][CH:17]=1.C(N(CC)CC)C.C(P1(=O)OP(=O)(CCC)OP(=O)(CCC)O1)CC, predict the reaction product. The product is: [Cl:1][C:2]1[CH:10]=[C:9]([S:11]([CH3:14])(=[O:13])=[O:12])[CH:8]=[CH:7][C:3]=1[C:4]([NH:27][C:23]1[C:22]([C:19]2[CH:20]=[CH:21][C:16]([Cl:15])=[CH:17][CH:18]=2)=[N:26][O:25][N:24]=1)=[O:6]. (5) Given the reactants C[O:2][C:3](=[O:30])[CH:4]=[CH:5][C:6]1[CH:7]=[CH:8][C:9]2[N:10]([C:12]([C:15]3[CH:20]=[C:19]([CH:21]([CH3:23])[CH3:22])[CH:18]=[C:17]([CH:24]([CH3:26])[CH3:25])[C:16]=3[O:27][CH2:28][CH3:29])=[CH:13][N:14]=2)[CH:11]=1.[Cl-].[NH4+], predict the reaction product. The product is: [CH2:28]([O:27][C:16]1[C:17]([CH:24]([CH3:26])[CH3:25])=[CH:18][C:19]([CH:21]([CH3:23])[CH3:22])=[CH:20][C:15]=1[C:12]1[N:10]2[CH:11]=[C:6]([CH:5]=[CH:4][C:3]([OH:30])=[O:2])[CH:7]=[CH:8][C:9]2=[N:14][CH:13]=1)[CH3:29]. (6) The product is: [Br:1][C:2]1[CH:7]=[C:6]2[N:8]([C:17]3[N:25]=[C:24]([NH:29][CH3:28])[N:23]=[C:22]4[C:18]=3[N:19]=[CH:20][NH:21]4)[CH2:9][C:10]3([CH2:15][CH2:14][O:13][CH2:12][CH2:11]3)[C:5]2=[CH:4][CH:3]=1. Given the reactants [Br:1][C:2]1[CH:7]=[C:6]2[NH:8][CH2:9][C:10]3([CH2:15][CH2:14][O:13][CH2:12][CH2:11]3)[C:5]2=[CH:4][CH:3]=1.Cl[C:17]1[N:25]=[C:24](F)[N:23]=[C:22]2[C:18]=1[N:19]=[CH:20][NH:21]2.C[CH2:28][N:29](C(C)C)C(C)C.CN, predict the reaction product.